This data is from Reaction yield outcomes from USPTO patents with 853,638 reactions. The task is: Predict the reaction yield, written as a fraction of the theoretical maximum amount of product (1.0 means a 100% yield; for example, 0.34 means a 34% yield). (1) The reactants are [NH:1]([C:3]1[CH:12]=[CH:11][CH:10]=[C:9]2[C:4]=1[CH:5]=[CH:6][CH:7]=[N:8]2)[NH2:2].[CH3:13][C:14]1([C:21](O)=[O:22])[CH2:19][CH2:18][CH2:17][CH:16]([CH3:20])[CH2:15]1. No catalyst specified. The product is [CH3:13][C:14]1([C:21]([NH:2][NH:1][C:3]2[CH:12]=[CH:11][CH:10]=[C:9]3[C:4]=2[CH:5]=[CH:6][CH:7]=[N:8]3)=[O:22])[CH2:19][CH2:18][CH2:17][CH:16]([CH3:20])[CH2:15]1. The yield is 0.120. (2) The product is [CH2:23]([O:11][C:10](=[O:12])[CH2:9][CH2:8][C:6]1[CH:7]=[C:2]([Cl:1])[CH:3]=[CH:4][C:5]=1[C:13](=[O:21])[NH:14][C:15]1[CH:16]=[CH:17][CH:18]=[CH:19][CH:20]=1)[CH3:24]. The yield is 0.320. The catalyst is [Br-].C([N+](CCCC)(CCCC)CCCC)CCC.CN(C=O)C.C([O-])(=O)C.[Pd+2].C([O-])(=O)C. The reactants are [Cl:1][C:2]1[CH:3]=[CH:4][C:5]([C:13](=[O:21])[NH:14][C:15]2[CH:20]=[CH:19][CH:18]=[CH:17][CH:16]=2)=[C:6]([CH2:8][CH2:9][C:10]([OH:12])=[O:11])[CH:7]=1.I[C:23]1C=C(Cl)C=C[C:24]=1C(N)=O.C(OC(OCC)C=C)C.C(N(CCCC)CCCC)CCC. (3) The product is [F:8][C:6]1[CH:5]=[C:4]([C:9]2[N:14]=[CH:13][CH:12]=[CH:11][N:10]=2)[C:3]([N+:15]([O-:17])=[O:16])=[C:2]([NH2:22])[CH:7]=1. The yield is 0.900. The catalyst is O1CCOCC1. The reactants are F[C:2]1[C:3]([N+:15]([O-:17])=[O:16])=[C:4]([C:9]2[N:14]=[CH:13][CH:12]=[CH:11][N:10]=2)[CH:5]=[C:6]([F:8])[CH:7]=1.C([NH2:22])(C)(C)C.O. (4) The reactants are [OH:1][C:2]1[CH:3]=[CH:4][C:5]([C:15](=[O:36])[C:16]2[CH:21]=[CH:20][C:19]([O:22][CH2:23][C:24]3[N:25]=[C:26]([C:30]4[CH:35]=[CH:34][CH:33]=[CH:32][CH:31]=4)[O:27][C:28]=3[CH3:29])=[CH:18][CH:17]=2)=[C:6]([CH:14]=1)[O:7][CH2:8]C(OCC)=O.[CH2:37](I)[CH3:38].[C:40](=[O:43])([O-])[O-:41].[K+].[K+].CN(C)C=O. The catalyst is O. The product is [CH2:37]([O:1][C:2]1[CH:3]=[CH:4][C:5]([C:15](=[O:36])[C:16]2[CH:21]=[CH:20][C:19]([O:22][CH2:23][C:24]3[N:25]=[C:26]([C:30]4[CH:31]=[CH:32][CH:33]=[CH:34][CH:35]=4)[O:27][C:28]=3[CH3:29])=[CH:18][CH:17]=2)=[C:6]([CH:14]=1)[O:7][CH2:8][C:40]([OH:41])=[O:43])[CH3:38]. The yield is 0.680. (5) The yield is 0.630. The reactants are [CH2:1]([O:3][C:4]1[C:8]([CH2:9][CH2:10][C:11]([O:13][CH2:14][CH3:15])=[O:12])=[CH:7][NH:6][N:5]=1)[CH3:2].[H-].[Na+].CS(O[CH2:23][CH2:24][CH2:25][CH2:26][C:27]1[C:28]([O:39][CH2:40][CH3:41])=[N:29][N:30](CC2C=CC=CC=2)[CH:31]=1)(=O)=O.Cl. The catalyst is CN(C)C=O. The product is [CH2:1]([O:3][C:4]1[C:8]([CH2:9][CH2:10][C:11]([O:13][CH2:14][CH3:15])=[O:12])=[CH:7][N:6]([CH2:23][CH2:24][CH2:25][CH2:26][C:27]2[C:28]([O:39][CH2:40][CH3:41])=[N:29][NH:30][CH:31]=2)[N:5]=1)[CH3:2]. (6) The product is [CH3:11][N:12]1[CH2:17][CH2:16][N:15]([C:2]2[CH:7]=[CH:6][C:5]([N+:8]([O-:10])=[O:9])=[CH:4][N:3]=2)[CH2:14][CH2:13]1. The yield is 0.910. The reactants are Br[C:2]1[CH:7]=[CH:6][C:5]([N+:8]([O-:10])=[O:9])=[CH:4][N:3]=1.[CH3:11][N:12]1[CH2:17][CH2:16][NH:15][CH2:14][CH2:13]1. The catalyst is ClCCl. (7) The reactants are I[C:2]1[CH:7]=[C:6]([N+:8]([O-:10])=[O:9])[C:5]([NH2:11])=[C:4]([CH3:12])[CH:3]=1.Cl.[CH2:14]([O:21][C:22]([C:24](=[CH2:29])[C:25]([O:27][CH3:28])=[O:26])=[O:23])[C:15]1[CH:20]=[CH:19][CH:18]=[CH:17][CH:16]=1.C(N(CC)CC)C. The catalyst is [Cl-].C([N+](CCCC)(CCCC)CCCC)CCC.CC([O-])=O.CC([O-])=O.[Pd+2]. The product is [CH3:28][O:27][C:25](=[O:26])/[C:24](/[C:22]([O:21][CH2:14][C:15]1[CH:16]=[CH:17][CH:18]=[CH:19][CH:20]=1)=[O:23])=[CH:29]/[C:2]1[CH:7]=[C:6]([N+:8]([O-:10])=[O:9])[C:5]([NH2:11])=[C:4]([CH3:12])[CH:3]=1. The yield is 0.710. (8) The reactants are [Cl:1][C:2]1[N:7]([CH3:8])[C:6](=[O:9])[CH:5]=[C:4]([C:10]2[CH:15]=[CH:14][N:13]=[CH:12][CH:11]=2)[N:3]=1.[N:16]1([CH2:22][C:23]2[CH:28]=[CH:27][C:26]([CH2:29][CH2:30][OH:31])=[CH:25][CH:24]=2)[CH2:21][CH2:20][CH2:19][CH2:18][CH2:17]1.N12CCCN=C1CCCCC2.[ClH:43]. The catalyst is CN(C)C=O.C(OCC)(=O)C.O. The product is [ClH:1].[ClH:43].[CH3:8][N:7]1[C:6](=[O:9])[CH:5]=[C:4]([C:10]2[CH:15]=[CH:14][N:13]=[CH:12][CH:11]=2)[N:3]=[C:2]1[O:31][CH2:30][CH2:29][C:26]1[CH:27]=[CH:28][C:23]([CH2:22][N:16]2[CH2:21][CH2:20][CH2:19][CH2:18][CH2:17]2)=[CH:24][CH:25]=1. The yield is 0.420.